Dataset: Reaction yield outcomes from USPTO patents with 853,638 reactions. Task: Predict the reaction yield, written as a fraction of the theoretical maximum amount of product (1.0 means a 100% yield; for example, 0.34 means a 34% yield). (1) The reactants are Cl[C:2]1[N:7]=[C:6]([CH2:8][CH2:9][C:10]2[CH:15]=[CH:14][CH:13]=[CH:12][C:11]=2[C:16]2([C:19]([NH2:21])=[O:20])[CH2:18][CH2:17]2)[C:5]([Cl:22])=[CH:4][N:3]=1.C([O-])([O-])=O.[Cs+].[Cs+].[NH2:29][C:30]1[CH:31]=[N:32][CH:33]=[CH:34][CH:35]=1.CC1(C)C2C(=C(P(C3C=CC=CC=3)C3C=CC=CC=3)C=CC=2)OC2C(P(C3C=CC=CC=3)C3C=CC=CC=3)=CC=CC1=2. The catalyst is O1CCOCC1.O.CC([O-])=O.CC([O-])=O.[Pd+2]. The product is [Cl:22][C:5]1[C:6]([CH2:8][CH2:9][C:10]2[CH:15]=[CH:14][CH:13]=[CH:12][C:11]=2[C:16]2([C:19]([NH2:21])=[O:20])[CH2:18][CH2:17]2)=[N:7][C:2]([NH:29][C:30]2[CH:31]=[N:32][CH:33]=[CH:34][CH:35]=2)=[N:3][CH:4]=1. The yield is 0.250. (2) The reactants are [C:1]([C:5]1[CH:6]=[C:7]([CH2:25][CH:26]([O:32][CH2:33][CH3:34])[C:27]([O:29]CC)=[O:28])[CH:8]=[CH:9][C:10]=1[O:11][CH2:12][CH2:13][C:14]1[CH:19]=[CH:18][C:17]([O:20][S:21]([CH3:24])(=[O:23])=[O:22])=[CH:16][CH:15]=1)([CH3:4])([CH3:3])[CH3:2].[OH-].[Li+]. The catalyst is C1COCC1.O. The product is [C:1]([C:5]1[CH:6]=[C:7]([CH2:25][CH:26]([O:32][CH2:33][CH3:34])[C:27]([OH:29])=[O:28])[CH:8]=[CH:9][C:10]=1[O:11][CH2:12][CH2:13][C:14]1[CH:19]=[CH:18][C:17]([O:20][S:21]([CH3:24])(=[O:22])=[O:23])=[CH:16][CH:15]=1)([CH3:4])([CH3:2])[CH3:3]. The yield is 0.800. (3) The reactants are Cl[Si](C)(C)C.BrCCBr.CN(C)C=O.[F:15][C:16]1[CH:17]=[C:18]([CH:21]=[CH:22][C:23]=1[Cl:24])[CH2:19]Br.Br[C:26]1[N:27]=[C:28]([N:36]2[CH2:41][CH2:40][O:39][CH2:38][CH2:37]2)[S:29][C:30]=1[C:31]([O:33][CH2:34][CH3:35])=[O:32]. The catalyst is [Zn].CC(C)([P](C(C)(C)C)([Pd][P](C(C)(C)C)(C(C)(C)C)C(C)(C)C)C(C)(C)C)C. The product is [Cl:24][C:23]1[CH:22]=[CH:21][C:18]([CH2:19][C:26]2[N:27]=[C:28]([N:36]3[CH2:37][CH2:38][O:39][CH2:40][CH2:41]3)[S:29][C:30]=2[C:31]([O:33][CH2:34][CH3:35])=[O:32])=[CH:17][C:16]=1[F:15]. The yield is 0.682.